Dataset: Peptide-MHC class II binding affinity with 134,281 pairs from IEDB. Task: Regression. Given a peptide amino acid sequence and an MHC pseudo amino acid sequence, predict their binding affinity value. This is MHC class II binding data. (1) The peptide sequence is FIMAYVNQAHHIDLM. The MHC is DRB1_0802 with pseudo-sequence DRB1_0802. The binding affinity (normalized) is 0.811. (2) The peptide sequence is FPDRASIIRLVGAVL. The MHC is DRB3_0101 with pseudo-sequence DRB3_0101. The binding affinity (normalized) is 0.755. (3) The binding affinity (normalized) is 0.172. The peptide sequence is HRDNIEDDLLNRNNT. The MHC is DRB1_0405 with pseudo-sequence DRB1_0405. (4) The MHC is HLA-DPA10201-DPB10501 with pseudo-sequence HLA-DPA10201-DPB10501. The binding affinity (normalized) is 0.515. The peptide sequence is VFEAAFNDAIKASTG. (5) The peptide sequence is TLWQRPLVTIKIGGQLKEAL. The MHC is HLA-DQA10401-DQB10402 with pseudo-sequence HLA-DQA10401-DQB10402. The binding affinity (normalized) is 0.130. (6) The peptide sequence is WDTRITEADLDDEQE. The MHC is DRB1_0901 with pseudo-sequence DRB1_0901. The binding affinity (normalized) is 0.199. (7) The peptide sequence is IVQINGRHFDLRAQG. The MHC is HLA-DPA10103-DPB10401 with pseudo-sequence HLA-DPA10103-DPB10401. The binding affinity (normalized) is 0.396.